From a dataset of Forward reaction prediction with 1.9M reactions from USPTO patents (1976-2016). Predict the product of the given reaction. (1) Given the reactants Br[C:2]1[CH:3]=[C:4]([CH:21]=[C:22]([O:24][CH2:25][CH:26]2[CH2:28][CH2:27]2)[CH:23]=1)[CH2:5][O:6][C:7]1[CH:12]=[CH:11][CH:10]=[CH:9][C:8]=1[CH2:13][C:14]([O:16]C(C)(C)C)=[O:15].C(OC([NH:36][C@@H:37]([C:39]1[C:40]([F:68])=[C:41](C2C=C(O)C=C(COC3C=CC=CC=3CC(OC(C)(C)C)=O)C=2)[CH:42]=[CH:43][CH:44]=1)[CH3:38])=O)(C)(C)C, predict the reaction product. The product is: [NH2:36][C@@H:37]([C:39]1[C:40]([F:68])=[C:41]([C:2]2[CH:23]=[C:22]([O:24][CH2:25][CH:26]3[CH2:28][CH2:27]3)[CH:21]=[C:4]([CH2:5][O:6][C:7]3[CH:12]=[CH:11][CH:10]=[CH:9][C:8]=3[CH2:13][C:14]([OH:16])=[O:15])[CH:3]=2)[CH:42]=[CH:43][CH:44]=1)[CH3:38]. (2) The product is: [Cl:30][C:44]1[CH:45]=[C:46]([C:14]2[O:16][C:10]([CH2:9][NH:8][C:6](=[O:7])[C:5]3[CH:21]=[CH:22][C:23]([N:24]4[CH:28]=[C:27]([CH3:29])[N:26]=[CH:25]4)=[C:3]([O:2][CH3:1])[CH:4]=3)=[N:12][N:13]=2)[CH:47]=[CH:48][CH:49]=1. Given the reactants [CH3:1][O:2][C:3]1[CH:4]=[C:5]([CH:21]=[CH:22][C:23]=1[N:24]1[CH:28]=[C:27]([CH3:29])[N:26]=[CH:25]1)[C:6]([NH:8][CH2:9][C:10]([NH:12][NH:13][C:14]([O:16]C(C)(C)C)=O)=O)=[O:7].[ClH:30].CN(C)CCCN=C=NCC.C([C:44]1[CH:45]=[C:46](CCNC(=O)[C:44]2[CH:49]=[CH:48][C:47](N3C=C(C)N=C3)=[C:46](OC)[CH:45]=2)[CH:47]=[CH:48][CH:49]=1)#N.NCC(NNC(OC(C)(C)C)=O)=O, predict the reaction product. (3) Given the reactants [NH2:1][C:2]1[CH:10]=[C:9]([C:11]([OH:13])=[O:12])[CH:8]=[CH:7][C:3]=1[C:4]([OH:6])=[O:5].[N:14]([O-])=O.[Na+].[F:18][C:19]1[CH:24]=[CH:23][CH:22]=[C:21]([F:25])[C:20]=1[OH:26], predict the reaction product. The product is: [F:18][C:19]1[CH:24]=[C:23]([N:14]=[N:1][C:2]2[CH:10]=[C:9]([C:11]([OH:13])=[O:12])[CH:8]=[CH:7][C:3]=2[C:4]([OH:6])=[O:5])[CH:22]=[C:21]([F:25])[C:20]=1[OH:26]. (4) The product is: [Br:14][C:8]1[N:7]([CH2:6][C:5]([OH:15])=[O:4])[C:11]([Br:12])=[C:10]([Br:13])[N:9]=1. Given the reactants [OH-].[Na+].C[O:4][C:5](=[O:15])[CH2:6][N:7]1[C:11]([Br:12])=[C:10]([Br:13])[N:9]=[C:8]1[Br:14], predict the reaction product. (5) Given the reactants [F:1][CH:2]([F:15])[C:3]1[CH:11]=[CH:10][CH:9]=[C:8]([CH:12]([F:14])[F:13])[C:4]=1[C:5]([O-])=[O:6].[H-].[H-].[H-].[H-].[Li+].[Al+3], predict the reaction product. The product is: [F:1][CH:2]([F:15])[C:3]1[CH:11]=[CH:10][CH:9]=[C:8]([CH:12]([F:13])[F:14])[C:4]=1[CH2:5][OH:6]. (6) Given the reactants O=C1CCC(=O)N1O[C:9]([C:11]1[O:15][C:14]([C:16]2[CH:21]=[CH:20][CH:19]=[CH:18][CH:17]=2)=[N:13][C:12]=1[CH2:22][CH2:23][CH3:24])=[O:10].[CH2:25]([N:27]([CH3:35])[C:28]1[CH:33]=[CH:32][C:31]([NH2:34])=[CH:30][N:29]=1)[CH3:26], predict the reaction product. The product is: [CH2:25]([N:27]([CH3:35])[C:28]1[N:29]=[CH:30][C:31]([NH:34][C:9]([C:11]2[O:15][C:14]([C:16]3[CH:17]=[CH:18][CH:19]=[CH:20][CH:21]=3)=[N:13][C:12]=2[CH2:22][CH2:23][CH3:24])=[O:10])=[CH:32][CH:33]=1)[CH3:26]. (7) Given the reactants [F:1][C:2]1[CH:7]=[C:6]([C:8]2[CH:9]=[N:10][N:11]([CH3:13])[CH:12]=2)[CH:5]=[CH:4][C:3]=1[C:14]1[CH:15]=[N+:16]([O-])[CH:17]=[C:18]2[C:23]=1[N:22]=[C:21]([C:24](=[O:27])[NH:25][CH3:26])[CH:20]=[CH:19]2.C1(C)C=CC(S(Cl)(=O)=O)=CC=1.C(C[NH2:43])O.O, predict the reaction product. The product is: [NH2:43][C:17]1[N:16]=[CH:15][C:14]([C:3]2[CH:4]=[CH:5][C:6]([C:8]3[CH:9]=[N:10][N:11]([CH3:13])[CH:12]=3)=[CH:7][C:2]=2[F:1])=[C:23]2[C:18]=1[CH:19]=[CH:20][C:21]([C:24]([NH:25][CH3:26])=[O:27])=[N:22]2. (8) Given the reactants [N:1]1([C:7]2[C:8]3[NH:23][CH:22]=[CH:21][C:9]=3[N:10]=[C:11]([C:13]3[CH:14]=[C:15]([CH2:19][OH:20])[CH:16]=[CH:17][CH:18]=3)[N:12]=2)[CH2:6][CH2:5][O:4][CH2:3][CH2:2]1.[CH2:24]([N:31]1[CH2:36][CH2:35][C:34](=O)[CH2:33][CH2:32]1)[C:25]1[CH:30]=[CH:29][CH:28]=[CH:27][CH:26]=1, predict the reaction product. The product is: [CH2:24]([N:31]1[CH2:32][CH:33]=[C:34]([C:21]2[C:9]3[N:10]=[C:11]([C:13]4[CH:14]=[C:15]([CH2:19][OH:20])[CH:16]=[CH:17][CH:18]=4)[N:12]=[C:7]([N:1]4[CH2:6][CH2:5][O:4][CH2:3][CH2:2]4)[C:8]=3[NH:23][CH:22]=2)[CH2:35][CH2:36]1)[C:25]1[CH:30]=[CH:29][CH:28]=[CH:27][CH:26]=1. (9) Given the reactants ClC(Cl)(Cl)[C:3]([C:5]1[N:14]2[C:8]([CH2:9][N:10]([C:19]([C:21]3[CH:26]=[CH:25][C:24]([C:27]4[CH:32]=[CH:31][CH:30]=[CH:29][C:28]=4[CH3:33])=[C:23]([O:34][CH3:35])[CH:22]=3)=[O:20])[C:11]3[CH:18]=[CH:17][CH:16]=[CH:15][C:12]=3[CH2:13]2)=[CH:7][CH:6]=1)=[O:4].[CH3:38][C:39]1[CH:46]=[CH:45][CH:44]=[CH:43][C:40]=1[CH2:41][NH2:42], predict the reaction product. The product is: [CH3:35][O:34][C:23]1[CH:22]=[C:21]([C:19]([N:10]2[C:11]3[CH:18]=[CH:17][CH:16]=[CH:15][C:12]=3[CH2:13][N:14]3[C:5]([C:3]([NH:42][CH2:41][C:40]4[CH:43]=[CH:44][CH:45]=[CH:46][C:39]=4[CH3:38])=[O:4])=[CH:6][CH:7]=[C:8]3[CH2:9]2)=[O:20])[CH:26]=[CH:25][C:24]=1[C:27]1[CH:32]=[CH:31][CH:30]=[CH:29][C:28]=1[CH3:33]. (10) Given the reactants [F:1][C:2]1[CH:10]=[CH:9][C:5]([C:6]([OH:8])=O)=[CH:4][C:3]=1[NH:11][C:12]([C:14]1[N:18]2[CH:19]=[CH:20][CH:21]=[CH:22][C:17]2=[N:16][CH:15]=1)=[O:13].CN(C(ON1N=NC2C=CC=NC1=2)=[N+](C)C)C.F[P-](F)(F)(F)(F)F.Br.[NH2:48][C@H:49]1[C:58]2[C:53](=[CH:54][CH:55]=[CH:56][CH:57]=2)[O:52][CH2:51][C@H:50]1[OH:59].C(N(C(C)C)CC)(C)C, predict the reaction product. The product is: [F:1][C:2]1[CH:10]=[CH:9][C:5]([C:6](=[O:8])[NH:48][C@H:49]2[C:58]3[C:53](=[CH:54][CH:55]=[CH:56][CH:57]=3)[O:52][CH2:51][C@H:50]2[OH:59])=[CH:4][C:3]=1[NH:11][C:12]([C:14]1[N:18]2[CH:19]=[CH:20][CH:21]=[CH:22][C:17]2=[N:16][CH:15]=1)=[O:13].